From a dataset of Forward reaction prediction with 1.9M reactions from USPTO patents (1976-2016). Predict the product of the given reaction. Given the reactants [F:1][C:2]1[C:3]([NH2:9])=[N:4][C:5]([F:8])=[CH:6][CH:7]=1.[Cl:10][CH:11]([Cl:16])[C:12]([CH2:14]Cl)=O, predict the reaction product. The product is: [Cl:10][CH:11]([Cl:16])[C:12]1[N:9]=[C:3]2[C:2]([F:1])=[CH:7][CH:6]=[C:5]([F:8])[N:4]2[CH:14]=1.